The task is: Predict which catalyst facilitates the given reaction.. This data is from Catalyst prediction with 721,799 reactions and 888 catalyst types from USPTO. (1) Reactant: [C:1]1([C:7]2[C:12]([C:13]([O:15][CH2:16][CH3:17])=[O:14])=[CH:11][N:10]=[C:9](S(C)(=O)=O)[N:8]=2)[CH:6]=[CH:5][CH:4]=[CH:3][CH:2]=1.[S:22]1[CH:26]=[CH:25][CH:24]=[C:23]1[CH2:27][NH2:28]. Product: [C:1]1([C:7]2[C:12]([C:13]([O:15][CH2:16][CH3:17])=[O:14])=[CH:11][N:10]=[C:9]([NH:28][CH2:27][C:23]3[S:22][CH:26]=[CH:25][CH:24]=3)[N:8]=2)[CH:2]=[CH:3][CH:4]=[CH:5][CH:6]=1. The catalyst class is: 12. (2) Reactant: C([O:3][C:4]([C:6]1[N:7]=[C:8]([C:11]2[CH:16]=[CH:15][CH:14]=[C:13]([C:17]([F:20])([F:19])[F:18])[N:12]=2)[S:9][CH:10]=1)=O)C.[BH4-].[Na+].CO.O. Product: [F:20][C:17]([F:18])([F:19])[C:13]1[N:12]=[C:11]([C:8]2[S:9][CH:10]=[C:6]([CH2:4][OH:3])[N:7]=2)[CH:16]=[CH:15][CH:14]=1. The catalyst class is: 57.